This data is from Full USPTO retrosynthesis dataset with 1.9M reactions from patents (1976-2016). The task is: Predict the reactants needed to synthesize the given product. Given the product [CH3:1][S:2][C:3]1[CH:10]=[CH:9][C:6]([CH2:7][Cl:17])=[CH:5][C:4]=1[C:11]([F:14])([F:13])[F:12], predict the reactants needed to synthesize it. The reactants are: [CH3:1][S:2][C:3]1[CH:10]=[CH:9][C:6]([CH2:7]O)=[CH:5][C:4]=1[C:11]([F:14])([F:13])[F:12].S(Cl)([Cl:17])=O.